From a dataset of Peptide-MHC class II binding affinity with 134,281 pairs from IEDB. Regression. Given a peptide amino acid sequence and an MHC pseudo amino acid sequence, predict their binding affinity value. This is MHC class II binding data. (1) The peptide sequence is LQLIRLAASLQHYGL. The MHC is DRB1_0701 with pseudo-sequence DRB1_0701. The binding affinity (normalized) is 0.946. (2) The peptide sequence is IHIGDSSKVTITDTT. The MHC is DRB1_0901 with pseudo-sequence DRB1_0901. The binding affinity (normalized) is 0.122.